The task is: Predict the reaction yield, written as a fraction of the theoretical maximum amount of product (1.0 means a 100% yield; for example, 0.34 means a 34% yield).. This data is from Reaction yield outcomes from USPTO patents with 853,638 reactions. (1) The reactants are [CH2:1]([N:5]([CH:10]=[N:11][C:12]1[N:17]=[C:16]([N:18]=[CH:19][N:20]([CH2:25][CH2:26][CH2:27][CH3:28])[CH2:21][CH2:22][CH2:23][CH3:24])[N:15]=[C:14]2[N:29]([C@@H:32]3[O:37][C@H:36]([CH2:38][OH:39])[C@@H:34]([OH:35])[CH2:33]3)[N:30]=[CH:31][C:13]=12)[CH2:6][CH2:7][CH2:8][CH3:9])[CH2:2][CH2:3][CH3:4].[Br:40]C1C2C(=NC(N)=NC=2N)N([C@@H]2O[C@H](CO)[C@@H](O)C2)N=1.COC(OC)N(CCCC)CCCC. The catalyst is CO. The product is [CH2:1]([N:5]([CH:10]=[N:11][C:12]1[N:17]=[C:16]([N:18]=[CH:19][N:20]([CH2:25][CH2:26][CH2:27][CH3:28])[CH2:21][CH2:22][CH2:23][CH3:24])[N:15]=[C:14]2[N:29]([C@@H:32]3[O:37][C@H:36]([CH2:38][OH:39])[C@@H:34]([OH:35])[CH2:33]3)[N:30]=[C:31]([Br:40])[C:13]=12)[CH2:6][CH2:7][CH2:8][CH3:9])[CH2:2][CH2:3][CH3:4]. The yield is 0.500. (2) The reactants are [CH:1]([C:3]1[CH:4]=[N:5][CH:6]=[C:7]([CH:10]=1)[C:8]#[N:9])=O.[C:11](#[N:15])[CH2:12][C:13]#[N:14].[OH:16][C:17]1[CH:18]=[CH:19][CH:20]=[C:21]2[C:25]=1[NH:24][CH:23]=[CH:22]2. No catalyst specified. The product is [NH2:14][C:13]1[O:16][CH:17]2[C:25]3[C:21](=[CH:20][CH:19]=[C:18]2[CH:1]([C:3]2[CH:4]=[N:5][CH:6]=[C:7]([C:8]#[N:9])[CH:10]=2)[C:12]=1[C:11]#[N:15])[CH:22]=[CH:23][N:24]=3. The yield is 0.590. (3) The reactants are [N:1]1[C:11]2[C:6](=[CH:7][CH:8]=[CH:9][CH:10]=2)[C:4]([CH3:5])=[CH:3][CH:2]=1.[I:12][CH3:13]. The catalyst is CO. The product is [I-:12].[CH3:13][N+:1]1[C:11]2[C:6](=[CH:7][CH:8]=[CH:9][CH:10]=2)[C:4]([CH3:5])=[CH:3][CH:2]=1. The yield is 0.830. (4) The reactants are [CH2:1]([C:15]1[CH:24]=[CH:23][C:22]2[C:17](=[C:18]([O:25]C)[CH:19]=[CH:20][CH:21]=2)[N:16]=1)[CH2:2][C:3]1[CH:12]=[CH:11][C:10]2[C:5](=[C:6]([O:13]C)[CH:7]=[CH:8][CH:9]=2)[N:4]=1.[OH-].[Na+].N.[Na+].[Cl-]. The catalyst is Br.CO. The product is [CH2:2]([C:3]1[CH:12]=[CH:11][C:10]2[C:5](=[C:6]([OH:13])[CH:7]=[CH:8][CH:9]=2)[N:4]=1)[CH2:1][C:15]1[CH:24]=[CH:23][C:22]2[C:17](=[C:18]([OH:25])[CH:19]=[CH:20][CH:21]=2)[N:16]=1. The yield is 0.970. (5) The reactants are [NH:1]1[CH2:5][CH:4]=[C:3]([C:6]2[C:7]([N:26]([CH3:31])[S:27]([CH3:30])(=[O:29])=[O:28])=[CH:8][C:9]3[O:13][C:12]([C:14]4[CH:19]=[CH:18][C:17]([F:20])=[CH:16][CH:15]=4)=[C:11]([C:21]([NH:23][CH3:24])=[O:22])[C:10]=3[CH:25]=2)[CH2:2]1.[F:32][C:33]1[CH:41]=[CH:40][CH:39]=[C:38]2[C:34]=1[CH:35]=[C:36]([C:43](O)=[O:44])[N:37]2[CH3:42].CCN(CC)CC.C(P1(=O)OP(CCC)(=O)OP(CCC)(=O)O1)CC. The product is [F:32][C:33]1[CH:41]=[CH:40][CH:39]=[C:38]2[C:34]=1[CH:35]=[C:36]([C:43]([N:1]1[CH2:5][CH:4]=[C:3]([C:6]3[C:7]([N:26]([CH3:31])[S:27]([CH3:30])(=[O:28])=[O:29])=[CH:8][C:9]4[O:13][C:12]([C:14]5[CH:19]=[CH:18][C:17]([F:20])=[CH:16][CH:15]=5)=[C:11]([C:21]([NH:23][CH3:24])=[O:22])[C:10]=4[CH:25]=3)[CH2:2]1)=[O:44])[N:37]2[CH3:42]. The catalyst is C1COCC1. The yield is 0.350. (6) The reactants are [C:1]1([C:11]2[CH:16]=[CH:15][CH:14]=[CH:13][CH:12]=2)[CH:6]=[CH:5][C:4]([CH2:7][C:8]([OH:10])=O)=[CH:3][CH:2]=1.CCN(C(C)C)C(C)C.C1CN([P+](ON2N=NC3C=CC=CC2=3)(N2CCCC2)N2CCCC2)CC1.F[P-](F)(F)(F)(F)F.[F:59][C:60]1[CH:61]=[C:62]([CH:65]=[CH:66][CH:67]=1)[CH2:63][NH2:64].Cl. The catalyst is CN(C=O)C.O. The product is [F:59][C:60]1[CH:61]=[C:62]([CH:65]=[CH:66][CH:67]=1)[CH2:63][NH:64][C:8](=[O:10])[CH2:7][C:4]1[CH:3]=[CH:2][C:1]([C:11]2[CH:16]=[CH:15][CH:14]=[CH:13][CH:12]=2)=[CH:6][CH:5]=1. The yield is 0.330. (7) The reactants are COC1C=CC(C[N:8](CC2C=CC(OC)=CC=2)[C:9]2[N:14]=[CH:13][C:12]([C:15]3[C:16]4[CH2:29][CH2:28][N:27]([C:30]5[CH:35]=[CH:34][N:33]=[CH:32][CH:31]=5)[C:17]=4[N:18]=[C:19]([N:21]4[CH2:26][CH2:25][O:24][CH2:23][CH2:22]4)[N:20]=3)=[CH:11][N:10]=2)=CC=1.C(O)(C(F)(F)F)=O. The catalyst is S(=O)(=O)(O)O. The product is [N:21]1([C:19]2[N:20]=[C:15]([C:12]3[CH:13]=[N:14][C:9]([NH2:8])=[N:10][CH:11]=3)[C:16]3[CH2:29][CH2:28][N:27]([C:30]4[CH:35]=[CH:34][N:33]=[CH:32][CH:31]=4)[C:17]=3[N:18]=2)[CH2:22][CH2:23][O:24][CH2:25][CH2:26]1. The yield is 0.260.